Predict the reactants needed to synthesize the given product. From a dataset of Full USPTO retrosynthesis dataset with 1.9M reactions from patents (1976-2016). (1) Given the product [Cl:1][C:2]1[CH:28]=[C:27]([Cl:29])[CH:26]=[CH:25][C:3]=1[CH2:4][O:5][CH2:6][C@H:7]1[O:11][CH:10]([O:12][CH3:13])[C@:9]([C:30]#[CH:31])([OH:14])[C@@H:8]1[O:15][CH2:16][C:17]1[CH:22]=[CH:21][C:20]([Cl:23])=[CH:19][C:18]=1[Cl:24], predict the reactants needed to synthesize it. The reactants are: [Cl:1][C:2]1[CH:28]=[C:27]([Cl:29])[CH:26]=[CH:25][C:3]=1[CH2:4][O:5][CH2:6][C@H:7]1[O:11][CH:10]([O:12][CH3:13])[C:9](=[O:14])[C@@H:8]1[O:15][CH2:16][C:17]1[CH:22]=[CH:21][C:20]([Cl:23])=[CH:19][C:18]=1[Cl:24].[CH2:30]1COC[CH2:31]1. (2) The reactants are: [N:1]1([C:7]2[CH:12]=[CH:11][C:10]([NH:13][C:14]([C:16]3[CH:17]=[C:18]([CH:30]=[CH:31][CH:32]=3)[CH2:19][S:20][CH2:21][CH2:22][C:23]([O:25]C(C)(C)C)=[O:24])=[O:15])=[C:9]([C:33](=[O:51])[NH:34][C:35]3[N:40]=[CH:39][C:38]([C:41]4[CH:46]=[CH:45][CH:44]=[C:43]([C:47]([F:50])([F:49])[F:48])[CH:42]=4)=[CH:37][N:36]=3)[CH:8]=2)[CH2:6][CH2:5][CH2:4][CH2:3][CH2:2]1.FC(F)(F)C(O)=O. Given the product [N:1]1([C:7]2[CH:12]=[CH:11][C:10]([NH:13][C:14]([C:16]3[CH:17]=[C:18]([CH:30]=[CH:31][CH:32]=3)[CH2:19][S:20][CH2:21][CH2:22][C:23]([OH:25])=[O:24])=[O:15])=[C:9]([C:33](=[O:51])[NH:34][C:35]3[N:36]=[CH:37][C:38]([C:41]4[CH:46]=[CH:45][CH:44]=[C:43]([C:47]([F:50])([F:48])[F:49])[CH:42]=4)=[CH:39][N:40]=3)[CH:8]=2)[CH2:6][CH2:5][CH2:4][CH2:3][CH2:2]1, predict the reactants needed to synthesize it. (3) Given the product [CH3:15][O:16][C:17]1[C:25]2[C:20](=[CH:21][CH:22]=[C:23]([C:26]([OH:28])=[O:27])[CH:24]=2)[NH:19][N:18]=1, predict the reactants needed to synthesize it. The reactants are: CN1C(=O)C2C(=CC=C(C(O)=O)C=2)N1.[CH3:15][O:16][C:17]1[C:25]2[C:20](=[CH:21][CH:22]=[C:23]([C:26]([O:28]C)=[O:27])[CH:24]=2)[N:19](C(OCC)=O)[N:18]=1. (4) Given the product [F:15][C:13]1[CH:12]=[CH:11][C:10]([O:16][CH3:17])=[C:9]2[C:14]=1[C:4]([OH:18])=[CH:5][C:6]([CH3:7])=[N:8]2, predict the reactants needed to synthesize it. The reactants are: C(O[C:4](=[O:18])[CH:5]=[C:6]([NH:8][C:9]1[CH:14]=[C:13]([F:15])[CH:12]=[CH:11][C:10]=1[O:16][CH3:17])[CH3:7])C. (5) Given the product [Cl:1][C:2]1[C:3]([N:10]([CH:19]2[CH2:24][CH2:23][O:22][CH2:21][CH2:20]2)[NH2:11])=[N:4][C:5]([C:8]#[N:9])=[N:6][CH:7]=1, predict the reactants needed to synthesize it. The reactants are: [Cl:1][C:2]1[C:3]([N:10]([CH:19]2[CH2:24][CH2:23][O:22][CH2:21][CH2:20]2)[NH:11]C(OC(C)(C)C)=O)=[N:4][C:5]([C:8]#[N:9])=[N:6][CH:7]=1.C1(C)C=CC(S(O)(=O)=O)=CC=1.